From a dataset of Full USPTO retrosynthesis dataset with 1.9M reactions from patents (1976-2016). Predict the reactants needed to synthesize the given product. (1) Given the product [NH2:34][C:2]1[CH:3]=[CH:4][C:5]([F:20])=[C:6]([C@:8]2([CH3:19])[CH2:13][C@@H:12]([C:14]([F:17])([F:16])[F:15])[O:11][C:10]([NH2:18])=[N:9]2)[CH:7]=1, predict the reactants needed to synthesize it. The reactants are: Br[C:2]1[CH:3]=[CH:4][C:5]([F:20])=[C:6]([C@:8]2([CH3:19])[CH2:13][C@@H:12]([C:14]([F:17])([F:16])[F:15])[O:11][C:10]([NH2:18])=[N:9]2)[CH:7]=1.O=C1O[C@H]([C@H](CO)O)C([O-])=C1O.[Na+].[N-:34]=[N+]=[N-].[Na+].CN[C@@H]1CCCC[C@H]1NC.[NH4+].[Cl-].[OH-].[NH4+].CP(C)C. (2) Given the product [Cl:1][C:2]1[CH:3]=[C:4]([C:5](=[O:7])[NH:37][CH3:36])[CH:9]=[CH:10][C:11]=1[N:12]([CH3:31])[C:13]([C:15]1[S:30][C:18]2[C:19]3[CH:27]=[CH:26][C:25]([C:28]#[N:29])=[CH:24][C:20]=3[O:21][CH2:22][CH2:23][C:17]=2[CH:16]=1)=[O:14], predict the reactants needed to synthesize it. The reactants are: [Cl:1][C:2]1[CH:3]=[C:4]([CH:9]=[CH:10][C:11]=1[N:12]([CH3:31])[C:13]([C:15]1[S:30][C:18]2[C:19]3[CH:27]=[CH:26][C:25]([C:28]#[N:29])=[CH:24][C:20]=3[O:21][CH2:22][CH2:23][C:17]=2[CH:16]=1)=[O:14])[C:5]([O:7]C)=O.[OH-].[Li+].CN.[CH3:36][N:37](C(ON1N=NC2C=CC=CC1=2)=[N+](C)C)C.F[P-](F)(F)(F)(F)F.CCN(C(C)C)C(C)C.